From a dataset of Forward reaction prediction with 1.9M reactions from USPTO patents (1976-2016). Predict the product of the given reaction. (1) The product is: [Cl:1][C:2]1[CH:14]=[C:13]([CH2:15][OH:16])[CH:12]=[CH:11][C:3]=1[C:4]([O:6][C:7]([CH3:10])([CH3:9])[CH3:8])=[O:5]. Given the reactants [Cl:1][C:2]1[CH:14]=[C:13]([C:15](OC)=[O:16])[CH:12]=[CH:11][C:3]=1[C:4]([O:6][C:7]([CH3:10])([CH3:9])[CH3:8])=[O:5].C(OC(C1C=CC(C(O)=O)=CC=1Cl)=O)(C)(C)C, predict the reaction product. (2) Given the reactants [N:1]1([C:7]([O:9][C:10]([CH3:13])([CH3:12])[CH3:11])=[O:8])[CH2:6][CH2:5][NH:4][CH2:3][CH2:2]1.[N:14]1([C:19](N2C=CN=C2)=[S:20])C=CN=C1.O.[NH2:27]N, predict the reaction product. The product is: [NH:14]([C:19]([N:4]1[CH2:5][CH2:6][N:1]([C:7]([O:9][C:10]([CH3:13])([CH3:12])[CH3:11])=[O:8])[CH2:2][CH2:3]1)=[S:20])[NH2:27]. (3) Given the reactants [CH3:1][O:2][C:3](=[O:12])[CH2:4][C:5]1[CH:10]=[CH:9][CH:8]=[C:7]([OH:11])[CH:6]=1.[CH3:13][N:14]([CH3:18])[C:15](Cl)=[S:16].C(N(CC)CC)C, predict the reaction product. The product is: [CH3:1][O:2][C:3](=[O:12])[CH2:4][C:5]1[CH:10]=[CH:9][CH:8]=[C:7]([O:11][C:15](=[S:16])[N:14]([CH3:18])[CH3:13])[CH:6]=1. (4) Given the reactants [CH3:1][C:2]([CH3:5])([O-:4])[CH3:3].[K+].Br[C:8]1[CH:13]=[N:12][C:11]([C:14]([CH3:16])=[CH2:15])=[CH:10][N:9]=1.[OH2:17].[O:18]1[CH2:22][CH2:21][CH2:20][CH2:19]1, predict the reaction product. The product is: [CH2:15]=[C:14]([C:11]1[N:12]=[CH:13][C:8]([O:18][C@H:22]2[CH2:10][N:9]3[CH2:8][CH2:13][N:12]([C:11]([O:4][C:2]([CH3:5])([CH3:3])[CH3:1])=[O:17])[CH2:19][C@@H:20]3[CH2:21]2)=[N:9][CH:10]=1)[CH3:16]. (5) Given the reactants [OH:1][C:2]1[CH:3]=[C:4]2[C:9](=[CH:10][CH:11]=1)[CH:8]=[C:7]([C:12]([OH:14])=O)[CH:6]=[CH:5]2.[NH:15]1[CH2:19][CH2:18][CH2:17][CH2:16]1, predict the reaction product. The product is: [OH:1][C:2]1[CH:3]=[C:4]2[C:9](=[CH:10][CH:11]=1)[CH:8]=[C:7]([C:12]([N:15]1[CH2:19][CH2:18][CH2:17][CH2:16]1)=[O:14])[CH:6]=[CH:5]2.